This data is from Catalyst prediction with 721,799 reactions and 888 catalyst types from USPTO. The task is: Predict which catalyst facilitates the given reaction. Reactant: C(OC([NH:8][NH:9][CH:10]1[CH2:15][CH2:14][N:13]([C:16]([O:18][CH:19]([CH3:21])[CH3:20])=[O:17])[CH2:12][CH2:11]1)=O)(C)(C)C.[ClH:22].O1CCOCC1.CCCCCCC. Product: [ClH:22].[ClH:22].[NH:9]([CH:10]1[CH2:11][CH2:12][N:13]([C:16]([O:18][CH:19]([CH3:21])[CH3:20])=[O:17])[CH2:14][CH2:15]1)[NH2:8]. The catalyst class is: 8.